This data is from Reaction yield outcomes from USPTO patents with 853,638 reactions. The task is: Predict the reaction yield, written as a fraction of the theoretical maximum amount of product (1.0 means a 100% yield; for example, 0.34 means a 34% yield). The reactants are [Cl:1][C:2]1[C:10]2[C:5](=[N:6][CH:7]=[CH:8][C:9]=2I)[NH:4][N:3]=1.[CH3:12][C:13]([C:25]1[CH:30]=[CH:29][CH:28]=[C:27](B2OC(C)(C)C(C)(C)O2)[CH:26]=1)([CH2:23][CH3:24])[CH2:14][NH:15][C:16](=[O:22])[O:17][C:18]([CH3:21])([CH3:20])[CH3:19].C([O-])([O-])=O.[Na+].[Na+]. The catalyst is C1C=CC([P]([Pd]([P](C2C=CC=CC=2)(C2C=CC=CC=2)C2C=CC=CC=2)([P](C2C=CC=CC=2)(C2C=CC=CC=2)C2C=CC=CC=2)[P](C2C=CC=CC=2)(C2C=CC=CC=2)C2C=CC=CC=2)(C2C=CC=CC=2)C2C=CC=CC=2)=CC=1.O1CCOCC1. The product is [Cl:1][C:2]1[C:10]2[C:5](=[N:6][CH:7]=[CH:8][C:9]=2[C:27]2[CH:26]=[C:25]([C:13]([CH3:12])([CH2:23][CH3:24])[CH2:14][NH:15][C:16](=[O:22])[O:17][C:18]([CH3:19])([CH3:20])[CH3:21])[CH:30]=[CH:29][CH:28]=2)[NH:4][N:3]=1. The yield is 0.460.